This data is from Catalyst prediction with 721,799 reactions and 888 catalyst types from USPTO. The task is: Predict which catalyst facilitates the given reaction. (1) Reactant: C[O:2][C:3](=[O:27])[C:4]1[CH:9]=[CH:8][C:7]([C:10]2[C:15]([C:16]#[C:17][C:18]3[CH:19]=[N:20][C:21]([NH2:24])=[CH:22][CH:23]=3)=[C:14]([CH3:25])[N:13]=[C:12]([NH2:26])[N:11]=2)=[CH:6][CH:5]=1. Product: [NH2:26][C:12]1[N:11]=[C:10]([C:7]2[CH:6]=[CH:5][C:4]([C:3]([OH:27])=[O:2])=[CH:9][CH:8]=2)[C:15]([C:16]#[C:17][C:18]2[CH:19]=[N:20][C:21]([NH2:24])=[CH:22][CH:23]=2)=[C:14]([CH3:25])[N:13]=1. The catalyst class is: 1. (2) Reactant: [N+:1]([C:4]1[CH:9]=[C:8]([O:10][C:11]([F:14])([F:13])[F:12])[CH:7]=[CH:6][C:5]=1[OH:15])([O-])=O. Product: [NH2:1][C:4]1[CH:9]=[C:8]([O:10][C:11]([F:12])([F:13])[F:14])[CH:7]=[CH:6][C:5]=1[OH:15]. The catalyst class is: 50. (3) Reactant: Br[C:2]1[CH:9]=[CH:8][C:5]([C:6]#[N:7])=[C:4]([CH3:10])[CH:3]=1.CNCCNC.[I-].[Na+].[O-]P([O-])([O-])=O.[K+].[K+].[K+].[NH:27]1[C:35]2[C:30](=[CH:31][CH:32]=[CH:33][N:34]=2)[CH:29]=[CH:28]1. Product: [CH3:10][C:4]1[CH:3]=[C:2]([N:27]2[C:35]3=[N:34][CH:33]=[CH:32][CH:31]=[C:30]3[CH:29]=[CH:28]2)[CH:9]=[CH:8][C:5]=1[C:6]#[N:7]. The catalyst class is: 432. (4) Reactant: [NH2:1][C:2]1[CH:31]=[CH:30][CH:29]=[C:28]([F:32])[C:3]=1[CH2:4][CH2:5][C@@H:6]1[N:11]([S:12]([C:15]2[CH:20]=[CH:19][CH:18]=[CH:17][CH:16]=2)(=[O:14])=[O:13])[CH2:10][CH2:9][N:8]([C:21]([O:23][C:24]([CH3:27])([CH3:26])[CH3:25])=[O:22])[CH2:7]1.[N:33]([C@@H:36]([CH:40]([C:48]1[CH:53]=[CH:52][CH:51]=[C:50]([F:54])[CH:49]=1)[C:41]1[CH:46]=[CH:45][CH:44]=[C:43]([F:47])[CH:42]=1)[C:37](O)=[O:38])=[N+:34]=[N-:35].O=P(Cl)(Cl)Cl. Product: [N:33]([C@@H:36]([CH:40]([C:41]1[CH:46]=[CH:45][CH:44]=[C:43]([F:47])[CH:42]=1)[C:48]1[CH:53]=[CH:52][CH:51]=[C:50]([F:54])[CH:49]=1)[C:37]([NH:1][C:2]1[CH:31]=[CH:30][CH:29]=[C:28]([F:32])[C:3]=1[CH2:4][CH2:5][C@@H:6]1[N:11]([S:12]([C:15]2[CH:16]=[CH:17][CH:18]=[CH:19][CH:20]=2)(=[O:13])=[O:14])[CH2:10][CH2:9][N:8]([C:21]([O:23][C:24]([CH3:27])([CH3:25])[CH3:26])=[O:22])[CH2:7]1)=[O:38])=[N+:34]=[N-:35]. The catalyst class is: 17. (5) Reactant: Br[C:2]1[CH:7]=[CH:6][C:5]([F:8])=[CH:4][CH:3]=1.[CH2:9]([N:16]1[CH2:21][CH2:20][C:19]([C:24]2[CH:29]=[CH:28][C:27]([F:30])=[CH:26][CH:25]=2)([C:22]#N)[CH2:18][CH2:17]1)[C:10]1[CH:15]=[CH:14][CH:13]=[CH:12][CH:11]=1.C([O:33]CC)C. Product: [CH2:9]([N:16]1[CH2:21][CH2:20][C:19]([C:22]([C:2]2[CH:7]=[CH:6][C:5]([F:8])=[CH:4][CH:3]=2)=[O:33])([C:24]2[CH:29]=[CH:28][C:27]([F:30])=[CH:26][CH:25]=2)[CH2:18][CH2:17]1)[C:10]1[CH:15]=[CH:14][CH:13]=[CH:12][CH:11]=1. The catalyst class is: 11. (6) Reactant: [CH3:1][C:2]([O:5][C:6]([CH2:8][OH:9])=[O:7])([CH3:4])[CH3:3].[H-].[Na+].[Br:12][C:13]1[C:14](Cl)=[N:15][CH:16]=[C:17]([Cl:19])[CH:18]=1. Product: [C:2]([O:5][C:6](=[O:7])[CH2:8][O:9][C:14]1[C:13]([Br:12])=[CH:18][C:17]([Cl:19])=[CH:16][N:15]=1)([CH3:4])([CH3:3])[CH3:1]. The catalyst class is: 1. (7) Reactant: Cl.[Cl:2][C:3]1[CH:8]=[CH:7][CH:6]=[C:5]([Cl:9])[C:4]=1[CH2:10][C:11](=[NH:13])[NH2:12].C[O-].[Na+].[Cl:17][C:18]1[CH:23]=[CH:22][C:21]([C:24]2[N:28]([CH:29]3[CH2:31][CH2:30]3)[C:27](=[O:32])[N:26]([CH2:33][C:34]([NH:36]N)=O)[N:25]=2)=[CH:20][CH:19]=1. Product: [Cl:17][C:18]1[CH:23]=[CH:22][C:21]([C:24]2[N:28]([CH:29]3[CH2:31][CH2:30]3)[C:27](=[O:32])[N:26]([CH2:33][C:34]3[NH:12][C:11]([CH2:10][C:4]4[C:3]([Cl:2])=[CH:8][CH:7]=[CH:6][C:5]=4[Cl:9])=[N:13][N:36]=3)[N:25]=2)=[CH:20][CH:19]=1. The catalyst class is: 5.